The task is: Predict which catalyst facilitates the given reaction.. This data is from Catalyst prediction with 721,799 reactions and 888 catalyst types from USPTO. (1) Product: [CH3:1][N:2]([CH3:18])[CH2:3][CH2:4][O:5][C:6]1[CH:7]=[C:8]2[C:13](=[CH:14][CH:15]=1)[CH:12]([NH2:16])[CH2:11][CH2:10][CH2:9]2. Reactant: [CH3:1][N:2]([CH3:18])[CH2:3][CH2:4][O:5][C:6]1[CH:7]=[C:8]2[C:13](=[CH:14][CH:15]=1)[C:12](=[N:16]O)[CH2:11][CH2:10][CH2:9]2.Cl. The catalyst class is: 256. (2) Product: [CH2:51]([C:48]1[CH:47]=[CH:46][C:45]([C:37]2[N:36]([C:33]3[CH:34]=[CH:35][C:30]([CH2:29][CH2:28][NH:27][CH2:26][C@H:25]([OH:53])[CH2:24][O:23][C:22]4[CH:21]=[CH:20][C:19]([OH:18])=[CH:55][CH:54]=4)=[CH:31][CH:32]=3)[C:40]3=[N:41][CH:42]=[CH:43][CH:44]=[C:39]3[N:38]=2)=[CH:50][CH:49]=1)[CH3:52]. Reactant: [Si]([O:18][C:19]1[CH:55]=[CH:54][C:22]([O:23][CH2:24][C@@H:25]([OH:53])[CH2:26][NH:27][CH2:28][CH2:29][C:30]2[CH:35]=[CH:34][C:33]([N:36]3[C:40]4=[N:41][CH:42]=[CH:43][CH:44]=[C:39]4[N:38]=[C:37]3[C:45]3[CH:50]=[CH:49][C:48]([CH2:51][CH3:52])=[CH:47][CH:46]=3)=[CH:32][CH:31]=2)=[CH:21][CH:20]=1)(C(C)(C)C)(C1C=CC=CC=1)C1C=CC=CC=1. The catalyst class is: 147. (3) Reactant: COC1C=CC(C[N:8]2[CH2:14][CH2:13][CH2:12][O:11][CH:10]([CH3:15])[CH2:9]2)=CC=1.[Cl:18]C(OC(Cl)C)=O.CO. Product: [ClH:18].[CH3:15][CH:10]1[CH2:9][NH:8][CH2:14][CH2:13][CH2:12][O:11]1. The catalyst class is: 26.